Dataset: Peptide-MHC class I binding affinity with 185,985 pairs from IEDB/IMGT. Task: Regression. Given a peptide amino acid sequence and an MHC pseudo amino acid sequence, predict their binding affinity value. This is MHC class I binding data. (1) The binding affinity (normalized) is 0.240. The MHC is Mamu-B03 with pseudo-sequence Mamu-B03. The peptide sequence is SRLVNQII. (2) The peptide sequence is VIANSTNAT. The MHC is HLA-B15:17 with pseudo-sequence HLA-B15:17. The binding affinity (normalized) is 0.0847.